Task: Predict the reaction yield, written as a fraction of the theoretical maximum amount of product (1.0 means a 100% yield; for example, 0.34 means a 34% yield).. Dataset: Reaction yield outcomes from USPTO patents with 853,638 reactions The reactants are C1([NH:7][C:8]([C:10]2[C:11](=[O:29])[N:12]([CH2:22][C:23]3[CH:28]=[CH:27][CH:26]=[CH:25][CH:24]=3)[C:13]3[C:18]([C:19]=2O)=[CH:17][C:16]([CH3:21])=[CH:15][CH:14]=3)=O)CCCCC1.P(Cl)(Cl)([Cl:32])=O. No catalyst specified. The product is [CH2:22]([N:12]1[C:13]2[C:18](=[CH:17][C:16]([CH3:21])=[CH:15][CH:14]=2)[C:19]([Cl:32])=[C:10]([C:8]#[N:7])[C:11]1=[O:29])[C:23]1[CH:28]=[CH:27][CH:26]=[CH:25][CH:24]=1. The yield is 0.380.